Dataset: Forward reaction prediction with 1.9M reactions from USPTO patents (1976-2016). Task: Predict the product of the given reaction. (1) Given the reactants [CH2:1]([C:3]1[CH:8]=[CH:7][C:6]([CH:9]2[CH2:14][N:13]([C:15]([N:17]3[CH2:22][CH2:21][O:20][CH2:19][CH2:18]3)=[O:16])[CH2:12][CH:11]([C:23](O)=[O:24])[CH2:10]2)=[CH:5][CH:4]=1)[CH3:2].O[NH:27][C:28]([C:30]1[CH:35]=[CH:34][CH:33]=[CH:32][C:31]=1[CH3:36])=[NH:29], predict the reaction product. The product is: [CH2:1]([C:3]1[CH:4]=[CH:5][C:6]([CH:9]2[CH2:10][CH:11]([C:23]3[O:24][N:29]=[C:28]([C:30]4[CH:35]=[CH:34][CH:33]=[CH:32][C:31]=4[CH3:36])[N:27]=3)[CH2:12][N:13]([C:15]([N:17]3[CH2:22][CH2:21][O:20][CH2:19][CH2:18]3)=[O:16])[CH2:14]2)=[CH:7][CH:8]=1)[CH3:2]. (2) Given the reactants [CH2:1]([N:8]1[C:12]2[CH:13]=[CH:14][C:15]([C:17]3[CH:18]([CH3:24])[CH2:19][C:20](=[O:23])[NH:21][N:22]=3)=[CH:16][C:11]=2[N:10]=[C:9]1[C:25]1[CH:30]=[C:29]([N+:31]([O-])=O)[C:28](=[O:34])[N:27]([CH3:35])[CH:26]=1)[C:2]1[CH:7]=[CH:6][CH:5]=[CH:4][CH:3]=1, predict the reaction product. The product is: [NH2:31][C:29]1[C:28](=[O:34])[N:27]([CH3:35])[CH:26]=[C:25]([C:9]2[N:8]([CH2:1][C:2]3[CH:3]=[CH:4][CH:5]=[CH:6][CH:7]=3)[C:12]3[CH:13]=[CH:14][C:15]([C:17]4[CH:18]([CH3:24])[CH2:19][C:20](=[O:23])[NH:21][N:22]=4)=[CH:16][C:11]=3[N:10]=2)[CH:30]=1. (3) Given the reactants [NH:1]1[CH2:6][CH2:5][CH:4]([CH:7]([N:11]2[CH:15]=[C:14]([C:16]3[C:17]4[CH:24]=[CH:23][NH:22][C:18]=4[N:19]=[CH:20][N:21]=3)[CH:13]=[N:12]2)[CH2:8][C:9]#[N:10])[CH2:3][CH2:2]1.[Cl:25][C:26]1[C:31]([CH3:32])=[C:30](Cl)[N:29]=[CH:28][N:27]=1.C(N(CC)C(C)C)(C)C.C(O)C, predict the reaction product. The product is: [Cl:25][C:26]1[N:27]=[CH:28][N:29]=[C:30]([N:1]2[CH2:2][CH2:3][CH:4]([CH:7]([N:11]3[CH:15]=[C:14]([C:16]4[C:17]5[CH:24]=[CH:23][NH:22][C:18]=5[N:19]=[CH:20][N:21]=4)[CH:13]=[N:12]3)[CH2:8][C:9]#[N:10])[CH2:5][CH2:6]2)[C:31]=1[CH3:32].